Task: Predict the reaction yield, written as a fraction of the theoretical maximum amount of product (1.0 means a 100% yield; for example, 0.34 means a 34% yield).. Dataset: Reaction yield outcomes from USPTO patents with 853,638 reactions (1) The reactants are Cl.[NH2:2][C:3]1[C:11]([OH:12])=[C:10]2[C:6]([CH2:7][CH2:8][CH:9]2[CH2:13][CH2:14][NH:15][C:16](=[O:18])[CH3:17])=[CH:5][CH:4]=1.[C:19]1([CH2:25][CH2:26][CH2:27][C:28](Cl)=[O:29])[CH:24]=[CH:23][CH:22]=[CH:21][CH:20]=1.O. The catalyst is N1C=CC=CC=1. The product is [C:16]([NH:15][CH2:14][CH2:13][CH:9]1[C:10]2[C:6](=[CH:5][CH:4]=[C:3]([NH:2][C:28](=[O:29])[CH2:27][CH2:26][CH2:25][C:19]3[CH:24]=[CH:23][CH:22]=[CH:21][CH:20]=3)[C:11]=2[OH:12])[CH2:7][CH2:8]1)(=[O:18])[CH3:17]. The yield is 0.690. (2) The reactants are [F:1][C:2]1[CH:7]=[N:6][C:5]([C:8]2[CH:12]=[CH:11][NH:10][N:9]=2)=[C:4]2[NH:13][CH:14]=[C:15]([C:16](=[O:36])[C:17]([N:19]3[CH2:24][CH2:23][N:22]([C:25]4[N:29]([C:30]5[CH:35]=[CH:34][CH:33]=[CH:32][CH:31]=5)[N:28]=[N:27][N:26]=4)[CH2:21][CH2:20]3)=[O:18])[C:3]=12.[H-].[Na+].[CH3:39]I. The catalyst is CN(C=O)C. The product is [F:1][C:2]1[CH:7]=[N:6][C:5]([C:8]2[CH:12]=[CH:11][N:10]([CH3:39])[N:9]=2)=[C:4]2[NH:13][CH:14]=[C:15]([C:16](=[O:36])[C:17]([N:19]3[CH2:24][CH2:23][N:22]([C:25]4[N:29]([C:30]5[CH:31]=[CH:32][CH:33]=[CH:34][CH:35]=5)[N:28]=[N:27][N:26]=4)[CH2:21][CH2:20]3)=[O:18])[C:3]=12. The yield is 0.670.